Dataset: NCI-60 drug combinations with 297,098 pairs across 59 cell lines. Task: Regression. Given two drug SMILES strings and cell line genomic features, predict the synergy score measuring deviation from expected non-interaction effect. (1) Synergy scores: CSS=60.7, Synergy_ZIP=4.38, Synergy_Bliss=5.51, Synergy_Loewe=-8.45, Synergy_HSA=5.39. Drug 2: COC1=C2C(=CC3=C1OC=C3)C=CC(=O)O2. Cell line: OVCAR-5. Drug 1: COC1=C(C=C2C(=C1)N=CN=C2NC3=CC(=C(C=C3)F)Cl)OCCCN4CCOCC4. (2) Drug 1: CC1C(C(CC(O1)OC2CC(CC3=C2C(=C4C(=C3O)C(=O)C5=C(C4=O)C(=CC=C5)OC)O)(C(=O)CO)O)N)O.Cl. Drug 2: C1=C(C(=O)NC(=O)N1)N(CCCl)CCCl. Cell line: SN12C. Synergy scores: CSS=15.5, Synergy_ZIP=-4.97, Synergy_Bliss=0.990, Synergy_Loewe=-2.09, Synergy_HSA=-1.67. (3) Drug 1: CN(C(=O)NC(C=O)C(C(C(CO)O)O)O)N=O. Drug 2: C(CCl)NC(=O)N(CCCl)N=O. Cell line: SK-MEL-5. Synergy scores: CSS=57.2, Synergy_ZIP=2.44, Synergy_Bliss=1.17, Synergy_Loewe=-8.20, Synergy_HSA=3.26. (4) Drug 1: CN(C)N=NC1=C(NC=N1)C(=O)N. Drug 2: C1=C(C(=O)NC(=O)N1)N(CCCl)CCCl. Cell line: UO-31. Synergy scores: CSS=22.4, Synergy_ZIP=-9.43, Synergy_Bliss=-2.36, Synergy_Loewe=0.527, Synergy_HSA=1.61.